The task is: Predict the reactants needed to synthesize the given product.. This data is from Full USPTO retrosynthesis dataset with 1.9M reactions from patents (1976-2016). (1) Given the product [Cl:1][C:2]1[CH:7]=[CH:6][CH:5]=[CH:4][C:3]=1[N:8]1[C:12](=[O:13])[C:11](=[CH:18][C:17]2[CH:20]=[CH:21][C:22]([O:25][CH2:26][CH2:27][CH3:28])=[C:23]([CH3:24])[C:16]=2[CH3:15])[C:10](=[O:14])[NH:9]1, predict the reactants needed to synthesize it. The reactants are: [Cl:1][C:2]1[CH:7]=[CH:6][CH:5]=[CH:4][C:3]=1[N:8]1[C:12](=[O:13])[CH2:11][C:10](=[O:14])[NH:9]1.[CH3:15][C:16]1[C:23]([CH3:24])=[C:22]([O:25][CH2:26][CH2:27][CH3:28])[CH:21]=[CH:20][C:17]=1[CH:18]=O. (2) Given the product [CH2:3]([O:5][C:6](=[O:13])[C@H:7]([CH3:12])[NH:8][CH2:9][CH2:10][NH:11][S:23]([C:15]1[S:14][C:18]2[CH:19]=[CH:20][CH:21]=[CH:22][C:17]=2[N:16]=1)(=[O:24])=[O:25])[CH3:4], predict the reactants needed to synthesize it. The reactants are: Cl.Cl.[CH2:3]([O:5][C:6](=[O:13])[C@H:7]([CH3:12])[NH:8][CH2:9][CH2:10][NH2:11])[CH3:4].[S:14]1[C:18]2[CH:19]=[CH:20][CH:21]=[CH:22][C:17]=2[N:16]=[C:15]1[S:23](Cl)(=[O:25])=[O:24]. (3) Given the product [Br:20][C:17]1[CH:18]=[CH:19][C:14]([N:13]2[C:3](=[O:2])[C:5]3[NH:6][C:7]([CH3:23])=[C:8]([C:21]#[N:22])[C:9]=3[NH:10][C:11]2=[O:12])=[CH:15][CH:16]=1, predict the reactants needed to synthesize it. The reactants are: C[O:2][C:3]([C:5]1[NH:6][C:7]([CH3:23])=[C:8]([C:21]#[N:22])[C:9]=1[NH:10][C:11]([NH:13][C:14]1[CH:19]=[CH:18][C:17]([Br:20])=[CH:16][CH:15]=1)=[O:12])=O.C(=O)([O-])[O-].[K+].[K+].CO.